This data is from Catalyst prediction with 721,799 reactions and 888 catalyst types from USPTO. The task is: Predict which catalyst facilitates the given reaction. (1) Reactant: [H-].[H-].[H-].[H-].[Li+].[Al+3].[CH2:7]([N:14]1[CH:20]2[CH2:21][CH2:22][CH:15]1[CH2:16][NH:17][C:18](=O)[CH2:19]2)[C:8]1[CH:13]=[CH:12][CH:11]=[CH:10][CH:9]=1. Product: [CH2:7]([N:14]1[CH:20]2[CH2:21][CH2:22][CH:15]1[CH2:16][NH:17][CH2:18][CH2:19]2)[C:8]1[CH:9]=[CH:10][CH:11]=[CH:12][CH:13]=1. The catalyst class is: 1. (2) Reactant: [C:1]([C:5]1[CH:9]=[C:8]([NH:10][C:11]([NH:13][C:14]2[CH:19]=[CH:18][C:17]([CH3:20])=[C:16]([N+:21]([O-])=O)[CH:15]=2)=[O:12])[N:7]([C:24]2[CH:29]=[CH:28][C:27]([CH3:30])=[CH:26][CH:25]=2)[N:6]=1)([CH3:4])([CH3:3])[CH3:2].[H][H]. Product: [NH2:21][C:16]1[CH:15]=[C:14]([NH:13][C:11]([NH:10][C:8]2[N:7]([C:24]3[CH:25]=[CH:26][C:27]([CH3:30])=[CH:28][CH:29]=3)[N:6]=[C:5]([C:1]([CH3:4])([CH3:3])[CH3:2])[CH:9]=2)=[O:12])[CH:19]=[CH:18][C:17]=1[CH3:20]. The catalyst class is: 19. (3) Reactant: [O:1]=[C:2]1[C:10]2[C:5](=[CH:6][CH:7]=[CH:8][C:9]=2[O:11][C:12]2[CH:17]=[CH:16][CH:15]=[CH:14][CH:13]=2)[CH2:4][N:3]1[CH2:18][C:19]1[CH:26]=[CH:25][C:22]([C:23]#[N:24])=[CH:21][CH:20]=1.C(=O)([O-])[O-:28].[K+].[K+].OO.O. Product: [O:1]=[C:2]1[C:10]2[C:5](=[CH:6][CH:7]=[CH:8][C:9]=2[O:11][C:12]2[CH:17]=[CH:16][CH:15]=[CH:14][CH:13]=2)[CH2:4][N:3]1[CH2:18][C:19]1[CH:20]=[CH:21][C:22]([C:23]([NH2:24])=[O:28])=[CH:25][CH:26]=1. The catalyst class is: 16. (4) Reactant: Cl[CH2:2][CH2:3][O:4][C:5]1[CH:13]=[CH:12][CH:11]=[C:10]2[C:6]=1[C:7]([S:14]([C:17]1[C:26]3[C:21](=[CH:22][CH:23]=[CH:24][CH:25]=3)[CH:20]=[CH:19][CH:18]=1)(=[O:16])=[O:15])=[N:8][NH:9]2.[N-:27]=[N+:28]=[N-:29].[Na+]. Product: [N:27]([CH2:2][CH2:3][O:4][C:5]1[CH:13]=[CH:12][CH:11]=[C:10]2[C:6]=1[C:7]([S:14]([C:17]1[C:26]3[C:21](=[CH:22][CH:23]=[CH:24][CH:25]=3)[CH:20]=[CH:19][CH:18]=1)(=[O:16])=[O:15])=[N:8][NH:9]2)=[N+:28]=[N-:29]. The catalyst class is: 58. (5) Reactant: Cl[C:2]1[C:7]([N+:8]([O-:10])=[O:9])=[CH:6][CH:5]=[CH:4][N:3]=1.[NH2:11][C:12]1[CH:17]=[CH:16][CH:15]=[C:14]([CH3:18])[CH:13]=1. Product: [N+:8]([C:7]1[C:2]([NH:11][C:12]2[CH:13]=[C:14]([CH3:18])[CH:15]=[CH:16][CH:17]=2)=[N:3][CH:4]=[CH:5][CH:6]=1)([O-:10])=[O:9]. The catalyst class is: 13.